Dataset: Reaction yield outcomes from USPTO patents with 853,638 reactions. Task: Predict the reaction yield, written as a fraction of the theoretical maximum amount of product (1.0 means a 100% yield; for example, 0.34 means a 34% yield). (1) The reactants are [Br:1][C:2]1[C:7]([OH:8])=[CH:6][CH:5]=[C:4]([CH2:9][OH:10])[N:3]=1.C(=O)([O-])[O-].[K+].[K+].Br[CH2:18][CH2:19][O:20][Si:21]([C:24]([CH3:27])([CH3:26])[CH3:25])([CH3:23])[CH3:22]. The catalyst is CN(C)C=O. The product is [Br:1][C:2]1[N:3]=[C:4]([CH2:9][OH:10])[CH:5]=[CH:6][C:7]=1[O:8][CH2:18][CH2:19][O:20][Si:21]([C:24]([CH3:27])([CH3:26])[CH3:25])([CH3:23])[CH3:22]. The yield is 0.850. (2) The reactants are [CH2:1]([O:3][C:4]1[CH:10]=[CH:9][C:7]([NH2:8])=[CH:6][CH:5]=1)[CH3:2].[C:11]([Si:15]([CH3:23])([CH3:22])[O:16][CH2:17][CH2:18][C@@H:19]1[CH2:21][O:20]1)([CH3:14])([CH3:13])[CH3:12]. The catalyst is CC(=O)OCC. The product is [C:11]([Si:15]([CH3:23])([CH3:22])[O:16][CH2:17][CH2:18][C@@H:19]([OH:20])[CH2:21][NH:8][C:7]1[CH:9]=[CH:10][C:4]([O:3][CH2:1][CH3:2])=[CH:5][CH:6]=1)([CH3:12])([CH3:14])[CH3:13]. The yield is 0.620. (3) The reactants are [H-].[Al+3].[Li+].[H-].[H-].[H-].[Br:7][C:8]1[C:9]([CH3:20])=[C:10]([CH:17]=[CH:18][CH:19]=1)[C:11](N(OC)C)=[O:12]. The catalyst is C1COCC1. The product is [Br:7][C:8]1[C:9]([CH3:20])=[C:10]([CH:17]=[CH:18][CH:19]=1)[CH:11]=[O:12]. The yield is 0.960. (4) The reactants are Cl.[F:2][C:3]1([F:38])[O:7][C:6]2[CH:8]=[CH:9][C:10]([C:12]3[C:17]([F:18])=[CH:16][N:15]([CH2:19][CH2:20][C@@:21]([CH3:36])([S:32]([CH3:35])(=[O:34])=[O:33])[C:22]([NH:24][O:25]C4CCCCO4)=[O:23])[C:14](=[O:37])[CH:13]=3)=[CH:11][C:5]=2[O:4]1. The catalyst is C(O)C.O. The product is [F:38][C:3]1([F:2])[O:7][C:6]2[CH:8]=[CH:9][C:10]([C:12]3[C:17]([F:18])=[CH:16][N:15]([CH2:19][CH2:20][C@@:21]([CH3:36])([S:32]([CH3:35])(=[O:34])=[O:33])[C:22]([NH:24][OH:25])=[O:23])[C:14](=[O:37])[CH:13]=3)=[CH:11][C:5]=2[O:4]1. The yield is 0.653. (5) The reactants are [NH:1]1[CH2:7][CH2:6][CH2:5][NH:4][CH2:3][CH2:2]1.CN1CCCC1=O.Cl[C:16]1[N:17]([CH2:38][CH:39]([CH3:41])[CH3:40])[C:18]2[C:23]([N:24]=1)=[C:22]([N:25]1[CH2:30][CH2:29][O:28][CH2:27][CH2:26]1)[N:21]=[C:20]([C:31]1[CH:32]=[N:33][C:34]([NH2:37])=[N:35][CH:36]=1)[N:19]=2.[S:42](Cl)([CH3:45])(=[O:44])=[O:43]. The catalyst is C(N(CC)CC)C. The product is [CH2:38]([N:17]1[C:16]([N:1]2[CH2:7][CH2:6][CH2:5][N:4]([S:42]([CH3:45])(=[O:44])=[O:43])[CH2:3][CH2:2]2)=[N:24][C:23]2[C:18]1=[N:19][C:20]([C:31]1[CH:32]=[N:33][C:34]([NH2:37])=[N:35][CH:36]=1)=[N:21][C:22]=2[N:25]1[CH2:30][CH2:29][O:28][CH2:27][CH2:26]1)[CH:39]([CH3:41])[CH3:40]. The yield is 0.750. (6) The reactants are [F:1][C:2]1[CH:13]=[CH:12][C:5]2[NH:6][C:7](=[O:11])[O:8][C:9](=[O:10])[C:4]=2[CH:3]=1.[H-].[Na+].[F:16][C:17]1[CH:24]=[CH:23][C:20]([CH2:21]Br)=[CH:19][CH:18]=1. The catalyst is CN(C=O)C. The product is [F:1][C:2]1[CH:13]=[CH:12][C:5]2[N:6]([CH2:21][C:20]3[CH:23]=[CH:24][C:17]([F:16])=[CH:18][CH:19]=3)[C:7](=[O:11])[O:8][C:9](=[O:10])[C:4]=2[CH:3]=1. The yield is 0.670. (7) The reactants are CCOC(/N=N/C(OCC)=O)=O.[CH2:13]([O:15][C:16](=[O:25])[C:17]1[CH:22]=[CH:21][C:20]([OH:23])=[C:19]([F:24])[CH:18]=1)[CH3:14].[C:26]([O:30][C:31]([N:33]1[CH2:38][CH2:37][N:36]([CH2:39][CH2:40][CH2:41]O)[CH2:35][CH2:34]1)=[O:32])([CH3:29])([CH3:28])[CH3:27]. The catalyst is O1CCCC1. The product is [C:26]([O:30][C:31]([N:33]1[CH2:38][CH2:37][N:36]([CH2:39][CH2:40][CH2:41][O:23][C:20]2[CH:21]=[CH:22][C:17]([C:16]([O:15][CH2:13][CH3:14])=[O:25])=[CH:18][C:19]=2[F:24])[CH2:35][CH2:34]1)=[O:32])([CH3:29])([CH3:28])[CH3:27]. The yield is 0.570.